Dataset: Catalyst prediction with 721,799 reactions and 888 catalyst types from USPTO. Task: Predict which catalyst facilitates the given reaction. (1) Reactant: [O:1]=[C:2]1[N:6]([CH2:7][C:8]2[CH:13]=[CH:12][CH:11]=[C:10]([C:14]([F:17])([F:16])[F:15])[CH:9]=2)[C:5]2[C:18]([C:24]([F:27])([F:26])[F:25])=[CH:19][C:20]([C:22]#[N:23])=[CH:21][C:4]=2[NH:3]1.[H-].[Na+].[CH3:30][CH2:31][N:32]([CH2:35][CH2:36]Cl)[CH2:33][CH3:34].Cl.Cl.C(=O)(O)[O-].[Na+]. Product: [CH2:31]([N:32]([CH2:35][CH3:36])[CH2:33][CH2:34][N:3]1[C:4]2[CH:21]=[C:20]([C:22]#[N:23])[CH:19]=[C:18]([C:24]([F:27])([F:25])[F:26])[C:5]=2[N:6]([CH2:7][C:8]2[CH:13]=[CH:12][CH:11]=[C:10]([C:14]([F:16])([F:17])[F:15])[CH:9]=2)[C:2]1=[O:1])[CH3:30]. The catalyst class is: 289. (2) Reactant: [C:1]([C:5]1[CH:9]=[C:8]([NH:10][C:11]([NH:13][C@@H:14]2[C:23]3[C:18](=[CH:19][CH:20]=[CH:21][CH:22]=3)[C@H:17]([O:24][C:25]3[CH:26]=[CH:27][C:28]4[N:29]([C:31]([N:34]5[CH2:39][CH2:38][CH2:37][CH2:36][C@@H:35]5[CH3:40])=[N:32][N:33]=4)[CH:30]=3)[CH2:16][CH2:15]2)=[O:12])[N:7]([C:41]2[C:42]([CH2:49][O:50][Si:51]([CH:58]([CH3:60])[CH3:59])([CH:55]([CH3:57])[CH3:56])[CH:52]([CH3:54])[CH3:53])=[N:43][N:44]([CH2:46][CH2:47][OH:48])[CH:45]=2)[N:6]=1)([CH3:4])([CH3:3])[CH3:2].CCN(C(C)C)C(C)C.[CH3:70][S:71](Cl)(=[O:73])=[O:72]. Product: [C:1]([C:5]1[CH:9]=[C:8]([NH:10][C:11]([NH:13][C@@H:14]2[C:23]3[C:18](=[CH:19][CH:20]=[CH:21][CH:22]=3)[C@H:17]([O:24][C:25]3[CH:26]=[CH:27][C:28]4[N:29]([C:31]([N:34]5[CH2:39][CH2:38][CH2:37][CH2:36][C@@H:35]5[CH3:40])=[N:32][N:33]=4)[CH:30]=3)[CH2:16][CH2:15]2)=[O:12])[N:7]([C:41]2[C:42]([CH2:49][O:50][Si:51]([CH:55]([CH3:57])[CH3:56])([CH:58]([CH3:60])[CH3:59])[CH:52]([CH3:53])[CH3:54])=[N:43][N:44]([CH2:46][CH2:47][O:48][S:71]([CH3:70])(=[O:73])=[O:72])[CH:45]=2)[N:6]=1)([CH3:2])([CH3:3])[CH3:4]. The catalyst class is: 2.